Dataset: Catalyst prediction with 721,799 reactions and 888 catalyst types from USPTO. Task: Predict which catalyst facilitates the given reaction. (1) Reactant: [CH:1]1([C@H:5]([NH:7][C:8]2[N:16]=[C:15]([C:17]#[N:18])[N:14]=[C:13]3[C:9]=2[N:10]([CH2:22][C:23]2[CH:28]=[CH:27][C:26]([C:29]([F:32])([F:31])[F:30])=[CH:25][CH:24]=2)[C:11]([CH:19](O)[CH3:20])=[N:12]3)[CH3:6])[CH2:4][CH2:3][CH2:2]1.O=S(Cl)[Cl:35]. Product: [Cl:35][CH:19]([C:11]1[N:10]([CH2:22][C:23]2[CH:28]=[CH:27][C:26]([C:29]([F:31])([F:32])[F:30])=[CH:25][CH:24]=2)[C:9]2[C:13](=[N:14][C:15]([C:17]#[N:18])=[N:16][C:8]=2[NH:7][C@@H:5]([CH:1]2[CH2:2][CH2:3][CH2:4]2)[CH3:6])[N:12]=1)[CH3:20]. The catalyst class is: 2. (2) Reactant: Cl[C:2]1[C:7]([Cl:8])=[CH:6][C:5]([N+:9]([O-:11])=[O:10])=[CH:4][N:3]=1.[I-:12].[K+].C(OCC)(=O)C. Product: [Cl:8][C:7]1[C:2]([I:12])=[N:3][CH:4]=[C:5]([N+:9]([O-:11])=[O:10])[CH:6]=1. The catalyst class is: 15. (3) Reactant: [Br:1][C:2]1[N:11]=[C:5]2[CH:6]=[C:7]([NH2:10])[CH:8]=[CH:9][N:4]2[N:3]=1.[CH2:12]([O:14][C:15]([C:17]1[CH:18]=[N:19][N:20]([CH3:25])[C:21]=1[C:22](O)=[O:23])=[O:16])[CH3:13].CCCP(=O)=O.C(N(CC)C(C)C)(C)C. Product: [CH2:12]([O:14][C:15]([C:17]1[CH:18]=[N:19][N:20]([CH3:25])[C:21]=1[C:22](=[O:23])[NH:10][C:7]1[CH:8]=[CH:9][N:4]2[N:3]=[C:2]([Br:1])[N:11]=[C:5]2[CH:6]=1)=[O:16])[CH3:13]. The catalyst class is: 7. (4) Product: [F:1][C:2]([F:23])([F:24])[C:3]1[CH:4]=[C:5]([C:13]2[CH:21]=[CH:20][CH:19]=[C:18]3[C:14]=2[CH:15]=[C:16]([CH3:22])[CH-:17]3)[CH:6]=[C:7]([C:9]([F:11])([F:12])[F:10])[CH:8]=1.[Li+:25]. The catalyst class is: 605. Reactant: [F:1][C:2]([F:24])([F:23])[C:3]1[CH:4]=[C:5]([C:13]2[CH:21]=[CH:20][CH:19]=[C:18]3[C:14]=2[CH:15]=[C:16]([CH3:22])[CH2:17]3)[CH:6]=[C:7]([C:9]([F:12])([F:11])[F:10])[CH:8]=1.[Li:25]CCCC. (5) Reactant: [Mg].Br[C:3]1[CH:8]=[CH:7][CH:6]=[CH:5][N:4]=1.II.[CH:11]([C:13]1[CH:14]=[C:15]([C:26]([O:28][CH2:29][CH3:30])=[O:27])[CH:16]=[C:17]([C:19]2[CH:24]=[CH:23][C:22]([CH3:25])=[CH:21][CH:20]=2)[CH:18]=1)=[O:12]. Product: [OH:12][CH:11]([C:3]1[CH:8]=[CH:7][CH:6]=[CH:5][N:4]=1)[C:13]1[CH:14]=[C:15]([C:26]([O:28][CH2:29][CH3:30])=[O:27])[CH:16]=[C:17]([C:19]2[CH:20]=[CH:21][C:22]([CH3:25])=[CH:23][CH:24]=2)[CH:18]=1. The catalyst class is: 7. (6) Product: [NH:10]1[C:11]([CH2:12][C:13]([O:15][CH2:16][N:17]2[C:25]3[C:20](=[CH:21][CH:22]=[C:23]([C:26]([F:27])([F:28])[F:29])[CH:24]=3)[C@@:19]([C:31]3[CH:36]=[C:35]([Cl:37])[CH:34]=[CH:33][C:32]=3[O:38][CH3:39])([F:30])[C:18]2=[O:40])=[O:14])=[N:7][N:8]=[N:9]1. The catalyst class is: 144. Reactant: C[Si](C)(C)CCOC[N:7]1[C:11]([CH2:12][C:13]([O:15][CH2:16][N:17]2[C:25]3[C:20](=[CH:21][CH:22]=[C:23]([C:26]([F:29])([F:28])[F:27])[CH:24]=3)[C@@:19]([C:31]3[CH:36]=[C:35]([Cl:37])[CH:34]=[CH:33][C:32]=3[O:38][CH3:39])([F:30])[C:18]2=[O:40])=[O:14])=[N:10][N:9]=[N:8]1. (7) Reactant: Cl[C:2]1[N:3]=[C:4]([N:20]2[CH2:25][CH2:24][O:23][CH2:22][CH2:21]2)[C:5]2[S:10][C:9]([N:11]([CH3:19])[CH:12]3[CH2:17][CH2:16][N:15]([CH3:18])[CH2:14][CH2:13]3)=[N:8][C:6]=2[N:7]=1.[NH2:26][C:27]1[CH:32]=[CH:31][C:30](B2OC(C)(C)C(C)(C)O2)=[CH:29][N:28]=1.C([O-])(=O)C.[K+]. Product: [NH2:26][C:27]1[N:28]=[CH:29][C:30]([C:2]2[N:3]=[C:4]([N:20]3[CH2:25][CH2:24][O:23][CH2:22][CH2:21]3)[C:5]3[S:10][C:9]([N:11]([CH3:19])[CH:12]4[CH2:17][CH2:16][N:15]([CH3:18])[CH2:14][CH2:13]4)=[N:8][C:6]=3[N:7]=2)=[CH:31][CH:32]=1. The catalyst class is: 745. (8) Reactant: [CH3:1][C:2]([O:4][CH2:5][C:6]1[CH2:27][S:26][C@@H:9]2[C@H:10](NC(/C(/C3N=C(N)SC=3)=N\OC)=O)[C:11](=[O:12])[N:8]2[C:7]=1[C:28]([O-:30])=[O:29])=[O:3].[Na+].CC(OCC1CS[C@@H]2[C@H](N)C(=O)N2C=1C(O)=O)=O.C(=O)(O)[O-].[K+].Cl. Product: [C:2]([O:4][CH2:5][C:6]1[CH2:27][S:26][C@@H:9]2[CH2:10][C:11](=[O:12])[N:8]2[C:7]=1[C:28]([OH:30])=[O:29])(=[O:3])[CH3:1]. The catalyst class is: 666. (9) Product: [CH2:1]([O:3][C:4](=[O:24])[CH:5]([C:7]1[CH:12]=[CH:11][C:10]([NH:13][C:14]([O:16][CH2:17][C:18]2[CH:23]=[CH:22][CH:21]=[CH:20][CH:19]=2)=[O:15])=[CH:9][CH:8]=1)[CH2:6][S:27][C:25](=[O:28])[CH3:26])[CH3:2]. The catalyst class is: 22. Reactant: [CH2:1]([O:3][C:4](=[O:24])[C:5]([C:7]1[CH:12]=[CH:11][C:10]([NH:13][C:14]([O:16][CH2:17][C:18]2[CH:23]=[CH:22][CH:21]=[CH:20][CH:19]=2)=[O:15])=[CH:9][CH:8]=1)=[CH2:6])[CH3:2].[C:25]([OH:28])(=[S:27])[CH3:26].